This data is from Full USPTO retrosynthesis dataset with 1.9M reactions from patents (1976-2016). The task is: Predict the reactants needed to synthesize the given product. (1) Given the product [F:2][CH2:3][CH2:4][NH:5][S:20]([C:17]1[S:18][CH:19]=[C:15]([C:7]2[S:6][C:10]3[CH:11]=[CH:12][CH:13]=[CH:14][C:9]=3[N:8]=2)[CH:16]=1)(=[O:21])=[O:22], predict the reactants needed to synthesize it. The reactants are: Cl.[F:2][CH2:3][CH2:4][NH2:5].[S:6]1[C:10]2[CH:11]=[CH:12][CH:13]=[CH:14][C:9]=2[N:8]=[C:7]1[C:15]1[CH:16]=[C:17]([S:20](Cl)(=[O:22])=[O:21])[S:18][CH:19]=1.O.ClCCl. (2) The reactants are: [NH2:1][C:2]1[N:3]=[C:4]2[C:13]3[C:7]([CH2:8][CH:9]([C:14]([NH:16][CH2:17][CH2:18][CH2:19]Cl)=[O:15])[S:10][C:11]=3[N:12]=1)=[N:6][N:5]2[CH2:21][C:22]1[C:27]([CH3:28])=[C:26]([O:29][CH3:30])[C:25]([CH3:31])=[CH:24][N:23]=1.[CH2:32]([NH2:36])[CH:33]([CH3:35])[CH3:34]. Given the product [NH2:1][C:2]1[N:3]=[C:4]2[C:13]3[C:7]([CH2:8][CH:9]([C:14]([NH:16][CH2:17][CH2:18][CH2:19][NH:36][CH2:32][CH:33]([CH3:35])[CH3:34])=[O:15])[S:10][C:11]=3[N:12]=1)=[N:6][N:5]2[CH2:21][C:22]1[C:27]([CH3:28])=[C:26]([O:29][CH3:30])[C:25]([CH3:31])=[CH:24][N:23]=1, predict the reactants needed to synthesize it.